This data is from Full USPTO retrosynthesis dataset with 1.9M reactions from patents (1976-2016). The task is: Predict the reactants needed to synthesize the given product. (1) Given the product [Br:1][C:2]1[CH:12]=[C:6]([CH2:7][OH:8])[CH:5]=[N:4][CH:3]=1, predict the reactants needed to synthesize it. The reactants are: [Br:1][C:2]1[CH:3]=[N:4][CH:5]=[C:6]([CH:12]=1)[C:7](OCC)=[O:8].[BH4-].[Na+]. (2) Given the product [CH:24]([C:26]1[O:30][N:29]=[C:28]([CH2:31][NH:32][C:14]([C:12]2[CH:11]=[CH:10][C:9]([O:17][CH2:18][C:19]([F:20])([F:22])[F:21])=[C:8]([C:5]3[CH:4]=[CH:3][C:2]([Cl:1])=[CH:7][CH:6]=3)[N:13]=2)=[O:15])[CH:27]=1)([CH3:25])[CH3:23], predict the reactants needed to synthesize it. The reactants are: [Cl:1][C:2]1[CH:7]=[CH:6][C:5]([C:8]2[N:13]=[C:12]([C:14](O)=[O:15])[CH:11]=[CH:10][C:9]=2[O:17][CH2:18][C:19]([F:22])([F:21])[F:20])=[CH:4][CH:3]=1.[CH3:23][CH:24]([C:26]1[O:30][N:29]=[C:28]([CH2:31][NH2:32])[CH:27]=1)[CH3:25]. (3) Given the product [Br:1][C:2]1[CH:7]=[C:6]([CH2:8][NH:9][C:10]([C@@H:12]2[CH2:16][C@@H:15]([F:17])[CH2:14][N:13]2[S:25]([C:22]2[CH:23]=[CH:24][C:19]([F:18])=[CH:20][CH:21]=2)(=[O:27])=[O:26])=[O:11])[CH:5]=[CH:4][N:3]=1, predict the reactants needed to synthesize it. The reactants are: [Br:1][C:2]1[CH:7]=[C:6]([CH2:8][NH:9][C:10]([C@@H:12]2[CH2:16][C@@H:15]([F:17])[CH2:14][NH:13]2)=[O:11])[CH:5]=[CH:4][N:3]=1.[F:18][C:19]1[CH:24]=[CH:23][C:22]([S:25](Cl)(=[O:27])=[O:26])=[CH:21][CH:20]=1.C(N(CC)CC)C. (4) The reactants are: [C:1]([O:5][C:6]([NH:8][C:9]1[CH:14]=[CH:13][CH:12]=[CH:11][C:10]=1B(O)O)=[O:7])([CH3:4])([CH3:3])[CH3:2].[CH3:18][O:19][C:20](=[O:41])[C@H:21]([CH2:33][C:34]1[CH:39]=[CH:38][C:37](Br)=[CH:36][CH:35]=1)[NH:22][C:23](=[O:32])[C:24]1[C:29]([Cl:30])=[CH:28][CH:27]=[CH:26][C:25]=1[Cl:31]. Given the product [CH3:18][O:19][C:20](=[O:41])[C@H:21]([CH2:33][C:34]1[CH:35]=[CH:36][C:37]([C:10]2[CH:11]=[CH:12][CH:13]=[CH:14][C:9]=2[NH:8][C:6]([O:5][C:1]([CH3:4])([CH3:3])[CH3:2])=[O:7])=[CH:38][CH:39]=1)[NH:22][C:23](=[O:32])[C:24]1[C:25]([Cl:31])=[CH:26][CH:27]=[CH:28][C:29]=1[Cl:30], predict the reactants needed to synthesize it. (5) Given the product [CH3:1][O:2][C:3]1[CH:4]=[C:5]([NH:9][C:10]2[N:19]=[CH:18][C:17]3[C:12](=[CH:13][C:14]([O:25][CH:26]4[CH2:31][CH2:30][NH:29][CH2:28][CH2:27]4)=[C:15]([C:20]4[S:21][CH:22]=[CH:23][N:24]=4)[CH:16]=3)[N:11]=2)[CH:6]=[CH:7][CH:8]=1, predict the reactants needed to synthesize it. The reactants are: [CH3:1][O:2][C:3]1[CH:4]=[C:5]([NH:9][C:10]2[N:19]=[CH:18][C:17]3[C:12](=[CH:13][C:14]([O:25][CH:26]4[CH2:31][CH2:30][N:29](C(OCCCC)=O)[CH2:28][CH2:27]4)=[C:15]([C:20]4[S:21][CH:22]=[CH:23][N:24]=4)[CH:16]=3)[N:11]=2)[CH:6]=[CH:7][CH:8]=1.